From a dataset of NCI-60 drug combinations with 297,098 pairs across 59 cell lines. Regression. Given two drug SMILES strings and cell line genomic features, predict the synergy score measuring deviation from expected non-interaction effect. (1) Drug 2: COC1=C(C=C2C(=C1)N=CN=C2NC3=CC(=C(C=C3)F)Cl)OCCCN4CCOCC4. Drug 1: CC12CCC(CC1=CCC3C2CCC4(C3CC=C4C5=CN=CC=C5)C)O. Synergy scores: CSS=10.1, Synergy_ZIP=2.19, Synergy_Bliss=0.421, Synergy_Loewe=1.37, Synergy_HSA=1.73. Cell line: CCRF-CEM. (2) Drug 1: COC1=C(C=C2C(=C1)N=CN=C2NC3=CC(=C(C=C3)F)Cl)OCCCN4CCOCC4. Drug 2: CCC(=C(C1=CC=CC=C1)C2=CC=C(C=C2)OCCN(C)C)C3=CC=CC=C3.C(C(=O)O)C(CC(=O)O)(C(=O)O)O. Cell line: ACHN. Synergy scores: CSS=43.5, Synergy_ZIP=0.423, Synergy_Bliss=0.648, Synergy_Loewe=-8.06, Synergy_HSA=-0.0897. (3) Synergy scores: CSS=9.85, Synergy_ZIP=-0.335, Synergy_Bliss=3.18, Synergy_Loewe=-1.79, Synergy_HSA=2.28. Drug 1: CCC1(CC2CC(C3=C(CCN(C2)C1)C4=CC=CC=C4N3)(C5=C(C=C6C(=C5)C78CCN9C7C(C=CC9)(C(C(C8N6C=O)(C(=O)OC)O)OC(=O)C)CC)OC)C(=O)OC)O.OS(=O)(=O)O. Drug 2: C(CC(=O)O)C(=O)CN.Cl. Cell line: HS 578T.